Dataset: Catalyst prediction with 721,799 reactions and 888 catalyst types from USPTO. Task: Predict which catalyst facilitates the given reaction. Reactant: [CH:1]1([CH:6]=[C:7]([C:17]2[CH:22]=[CH:21][C:20]([C:23]([OH:26])([CH3:25])[CH3:24])=[CH:19][CH:18]=2)[C:8]2[NH:16][C:11]3=[N:12][CH:13]=[CH:14][CH:15]=[C:10]3[CH:9]=2)[CH2:5][CH2:4][CH2:3][CH2:2]1. Product: [CH:1]1([CH2:6][CH:7]([C:17]2[CH:18]=[CH:19][C:20]([C:23]([OH:26])([CH3:24])[CH3:25])=[CH:21][CH:22]=2)[C:8]2[NH:16][C:11]3=[N:12][CH:13]=[CH:14][CH:15]=[C:10]3[CH:9]=2)[CH2:5][CH2:4][CH2:3][CH2:2]1. The catalyst class is: 43.